This data is from Catalyst prediction with 721,799 reactions and 888 catalyst types from USPTO. The task is: Predict which catalyst facilitates the given reaction. Reactant: [Cl:1][C:2]1[CH:3]=[CH:4][C:5]([OH:10])=[C:6]([CH:9]=1)[CH:7]=O.[C:11]([O:15][C:16](=[O:19])[NH:17][NH2:18])([CH3:14])([CH3:13])[CH3:12].C(O)(=O)C.C(O[BH-](OC(=O)C)OC(=O)C)(=O)C.[Na+]. Product: [C:11]([O:15][C:16]([NH:17][NH:18][CH2:7][C:6]1[CH:9]=[C:2]([Cl:1])[CH:3]=[CH:4][C:5]=1[OH:10])=[O:19])([CH3:14])([CH3:13])[CH3:12]. The catalyst class is: 2.